This data is from Reaction yield outcomes from USPTO patents with 853,638 reactions. The task is: Predict the reaction yield, written as a fraction of the theoretical maximum amount of product (1.0 means a 100% yield; for example, 0.34 means a 34% yield). (1) The reactants are Cl.C([N:9]1[CH2:14][CH2:13][C:12]([NH:17][S:18]([C:21]2[S:22][C:23]([Cl:26])=[CH:24][CH:25]=2)(=[O:20])=[O:19])([CH2:15][OH:16])[CH2:11][CH2:10]1)(OC(C)(C)C)=O.CCOC(C)=O.CCCCCC. The catalyst is CCOC(C)=O.C(OCC)C. The product is [OH:16][CH2:15][C:12]1([NH:17][S:18]([C:21]2[S:22][C:23]([Cl:26])=[CH:24][CH:25]=2)(=[O:19])=[O:20])[CH2:11][CH2:10][NH:9][CH2:14][CH2:13]1. The yield is 0.907. (2) The reactants are [NH:1]1[C:5]2[CH:6]=[CH:7][CH:8]=[CH:9][C:4]=2[N:3]=[CH:2]1.Br[CH2:11][CH2:12][CH2:13][CH2:14][Cl:15]. The catalyst is [OH-].[Na+].[Br-].C([N+](CCCC)(CCCC)CCCC)CCC. The product is [Cl:15][CH2:14][CH2:13][CH2:12][CH2:11][N:1]1[C:5]2[CH:6]=[CH:7][CH:8]=[CH:9][C:4]=2[N:3]=[CH:2]1. The yield is 0.600. (3) The reactants are C(N(CC)CC)C.[F:8][C:9]1[CH:14]=[CH:13][CH:12]=[CH:11][C:10]=1[N:15]1[C:23]2[C:18](=[C:19]([N:24]3[CH2:31][C@@H:30]4[C@@H:26]([CH2:27][NH:28][CH2:29]4)[C:25]3=[O:32])[CH:20]=[CH:21][CH:22]=2)[CH:17]=[N:16]1.[N:33]1[CH:38]=[CH:37][CH:36]=[C:35]([S:39](Cl)(=[O:41])=[O:40])[CH:34]=1. The catalyst is C(Cl)Cl. The product is [F:8][C:9]1[CH:14]=[CH:13][CH:12]=[CH:11][C:10]=1[N:15]1[C:23]2[C:18](=[C:19]([N:24]3[CH2:31][C@@H:30]4[C@@H:26]([CH2:27][N:28]([S:39]([C:35]5[CH:34]=[N:33][CH:38]=[CH:37][CH:36]=5)(=[O:41])=[O:40])[CH2:29]4)[C:25]3=[O:32])[CH:20]=[CH:21][CH:22]=2)[CH:17]=[N:16]1. The yield is 0.700.